Dataset: P-glycoprotein inhibition data for predicting drug efflux from Broccatelli et al.. Task: Regression/Classification. Given a drug SMILES string, predict its absorption, distribution, metabolism, or excretion properties. Task type varies by dataset: regression for continuous measurements (e.g., permeability, clearance, half-life) or binary classification for categorical outcomes (e.g., BBB penetration, CYP inhibition). Dataset: pgp_broccatelli. (1) The drug is CCN1C[C@]2(C)CC[C@H](OC)[C@]34[C@H]1[C@]1(OCO[C@@]15C[C@H](OC)[C@H]1C[C@]3(O)[C@]5(O)[C@@H]1OC)[C@H](C(C)=O)[C@@H]42. The result is 0 (non-inhibitor). (2) The drug is CN(C)C(=O)C(c1ccccc1)c1ccccc1. The result is 0 (non-inhibitor). (3) The compound is C/C=C1\C[C@@H](C)[C@](O)(CO)C(=O)OCC2=CCN3CC[C@H](OC1=O)C23. The result is 0 (non-inhibitor). (4) The compound is COc1cc2c(cc1OC)CN(CCc1ccc(NC(=O)c3ccc4ccccc4c3)cc1)CC2. The result is 1 (inhibitor). (5) The result is 1 (inhibitor). The molecule is N#Cc1c2n(c3c(N4CCN(S(=O)(=O)Cc5ccccc5)CC4)ncnc13)CCCC2. (6) The molecule is CC(=O)Nc1ccc(-c2nc(N3CCN(CCc4ccccc4)CC3)c3c(n2)c(C#N)c2n3CCCC2)cc1. The result is 1 (inhibitor). (7) The compound is CN(C)CC[C@@](O)(c1ccccc1)c1ccccc1Cl. The result is 0 (non-inhibitor). (8) The drug is O=C(O)COCCOCCN1CCC(=C(c2ccccc2)c2ccccc2)CC1. The result is 0 (non-inhibitor). (9) The drug is O=S(=O)(O)CCN1CCN(CCO)CC1. The result is 0 (non-inhibitor). (10) The molecule is CC(C)C[C@H]1C(=O)N2CCCC2[C@@]2(O)O[C@@](NC(=O)[C@H]3C=C4c5cccc6[nH]c(Br)c(c56)C[C@H]4N(C)C3)(C(C)C)C(=O)N12. The result is 1 (inhibitor).